This data is from Full USPTO retrosynthesis dataset with 1.9M reactions from patents (1976-2016). The task is: Predict the reactants needed to synthesize the given product. (1) Given the product [CH3:20][O:21][C:22]([C:24]1[C:32]2[C:27](=[CH:28][CH:29]=[CH:30][CH:31]=2)[N:26]([C:8]2[C:17]3[C:12](=[CH:13][C:14]([O:18][CH3:19])=[CH:15][CH:16]=3)[N:11]=[CH:10][CH:9]=2)[CH:25]=1)=[O:23], predict the reactants needed to synthesize it. The reactants are: C(=O)([O-])[O-].[K+].[K+].Cl[C:8]1[C:17]2[C:12](=[CH:13][C:14]([O:18][CH3:19])=[CH:15][CH:16]=2)[N:11]=[CH:10][CH:9]=1.[CH3:20][O:21][C:22]([C:24]1[C:32]2[C:27](=[CH:28][CH:29]=[CH:30][CH:31]=2)[NH:26][CH:25]=1)=[O:23]. (2) Given the product [OH:5][C:6]1[CH:7]=[C:8]([C:12]2[C:13]3[CH2:26][CH2:25][N:24]([CH:27]=[O:28])[C:14]=3[N:15]=[C:16]([N:18]3[CH2:19][CH2:20][O:21][CH2:22][CH2:23]3)[N:17]=2)[CH:9]=[CH:10][CH:11]=1, predict the reactants needed to synthesize it. The reactants are: C([O:5][C:6]1[CH:7]=[C:8]([C:12]2[C:13]3[CH2:26][CH2:25][N:24]([CH:27]=[O:28])[C:14]=3[N:15]=[C:16]([N:18]3[CH2:23][CH2:22][O:21][CH2:20][CH2:19]3)[N:17]=2)[CH:9]=[CH:10][CH:11]=1)(C)(C)C.FC(F)(F)C(O)=O.